From a dataset of Reaction yield outcomes from USPTO patents with 853,638 reactions. Predict the reaction yield, written as a fraction of the theoretical maximum amount of product (1.0 means a 100% yield; for example, 0.34 means a 34% yield). (1) The reactants are [F:1][C:2]1[CH:3]=[C:4]([CH2:9][C:10]([OH:12])=O)[CH:5]=[C:6]([F:8])[CH:7]=1.[NH2:13][N:14]1[C:23](=[O:24])[C:22]2[C:17](=[CH:18][CH:19]=[CH:20][CH:21]=2)[N:16]=[C:15]1[N:25]1[CH2:29][CH2:28][S:27][CH2:26]1.CN(C(ON1N=NC2C=CC=NC1=2)=[N+](C)C)C.F[P-](F)(F)(F)(F)F.N1C(C)=CC=CC=1C.Cl. The catalyst is CN(C=O)C. The product is [F:8][C:6]1[CH:5]=[C:4]([CH2:9][C:10]([NH:13][N:14]2[C:23](=[O:24])[C:22]3[C:17](=[CH:18][CH:19]=[CH:20][CH:21]=3)[N:16]=[C:15]2[N:25]2[CH2:29][CH2:28][S:27][CH2:26]2)=[O:12])[CH:3]=[C:2]([F:1])[CH:7]=1. The yield is 0.760. (2) The reactants are [Br:1][C:2]1[CH:3]=[C:4]([OH:11])[C:5](=[CH:9][CH:10]=1)[C:6]([OH:8])=[O:7].S(=O)(=O)(O)O.[CH3:17]O. No catalyst specified. The product is [Br:1][C:2]1[CH:3]=[C:4]([OH:11])[C:5](=[CH:9][CH:10]=1)[C:6]([O:8][CH3:17])=[O:7]. The yield is 0.520. (3) The reactants are [C@@H:1]12[CH2:7][NH:6][C@@H:5]1[CH2:4][N:3]([C:8]([O:10][CH2:11][C:12]1[CH:17]=[CH:16][CH:15]=[CH:14][CH:13]=1)=[O:9])[CH2:2]2.[Br:18][C:19]1[CH:20]=[N:21][CH:22]=[C:23](Br)[CH:24]=1. No catalyst specified. The product is [Br:18][C:19]1[CH:24]=[C:23]([N:6]2[CH2:7][C@@H:1]3[C@H:5]2[CH2:4][N:3]([C:8]([O:10][CH2:11][C:12]2[CH:17]=[CH:16][CH:15]=[CH:14][CH:13]=2)=[O:9])[CH2:2]3)[CH:22]=[N:21][CH:20]=1. The yield is 0.470. (4) The reactants are [Br:1][C:2]1[CH:3]=[CH:4][C:5]2[S:9](=[O:11])(=[O:10])[NH:8][CH:7]([CH3:12])[C:6]=2[CH:13]=1.C([O-])([O-])=O.[K+].[K+].CS(O[CH2:25][CH2:26][N:27]1[CH2:31][CH2:30][O:29][C:28]1=[O:32])(=O)=O. The catalyst is CN(C=O)C.O. The product is [Br:1][C:2]1[CH:3]=[CH:4][C:5]2[S:9](=[O:10])(=[O:11])[N:8]([CH2:25][CH2:26][N:27]3[CH2:31][CH2:30][O:29][C:28]3=[O:32])[CH:7]([CH3:12])[C:6]=2[CH:13]=1. The yield is 0.580. (5) The reactants are [CH2:1]([N:8]([CH2:20][C:21]1[CH:26]=[CH:25][CH:24]=[CH:23][CH:22]=1)[C@@H:9]1[CH2:13][CH2:12][CH:11]([C:14](N(OC)C)=[O:15])[CH2:10]1)[C:2]1[CH:7]=[CH:6][CH:5]=[CH:4][CH:3]=1.CC(C[AlH]CC(C)C)C. The catalyst is C1COCC1. The product is [CH2:20]([N:8]([CH2:1][C:2]1[CH:7]=[CH:6][CH:5]=[CH:4][CH:3]=1)[C@@H:9]1[CH2:13][CH2:12][CH:11]([CH:14]=[O:15])[CH2:10]1)[C:21]1[CH:22]=[CH:23][CH:24]=[CH:25][CH:26]=1. The yield is 0.750. (6) The reactants are [CH:1]1([C:4]2[CH:5]=[CH:6][C:7]([F:10])=[N:8][CH:9]=2)[CH2:3][CH2:2]1.C([N-]C(C)C)(C)C.[Li+].[I:19]I.S([O-])([O-])(=O)=S.[Na+].[Na+]. The catalyst is C1COCC1.O. The product is [CH:1]1([C:4]2[CH:5]=[C:6]([I:19])[C:7]([F:10])=[N:8][CH:9]=2)[CH2:3][CH2:2]1. The yield is 0.680. (7) The reactants are [I:1][C:2]1[CH:3]=[N:4][NH:5][CH:6]=1.[H-].[Na+].Br[CH2:10][CH2:11][CH2:12][CH2:13][C:14]([F:17])([F:16])[F:15].CCCCCC. The catalyst is CN(C=O)C.O.CCOCC. The product is [I:1][C:2]1[CH:3]=[N:4][N:5]([CH2:10][CH2:11][CH2:12][CH2:13][C:14]([F:17])([F:16])[F:15])[CH:6]=1. The yield is 0.830.